From a dataset of Full USPTO retrosynthesis dataset with 1.9M reactions from patents (1976-2016). Predict the reactants needed to synthesize the given product. (1) Given the product [Cl:19][C:10]1[C:9]2=[CH:8][C:7]([C:3]3[CH:2]=[N:1][CH:6]=[CH:5][CH:4]=3)=[CH:15][N:14]2[N:13]=[CH:12][N:11]=1, predict the reactants needed to synthesize it. The reactants are: [N:1]1[CH:6]=[CH:5][CH:4]=[C:3]([C:7]2[CH:8]=[C:9]3[N:14]([CH:15]=2)[N:13]=[CH:12][N:11]=[C:10]3O)[CH:2]=1.O=P(Cl)(Cl)[Cl:19].CCN(C(C)C)C(C)C. (2) Given the product [Cl:1][C:2]1[CH:7]=[CH:6][CH:5]=[CH:4][C:3]=1[C:17]1[CH:18]=[CH:19][C:20]([C@H:23]2[C:28]3=[N:29][S:30](=[O:34])(=[O:33])[CH2:31][CH2:32][N:27]3[CH2:26][CH2:25][CH2:24]2)=[CH:21][CH:22]=1, predict the reactants needed to synthesize it. The reactants are: [Cl:1][C:2]1[CH:7]=[CH:6][CH:5]=[CH:4][C:3]=1B(O)O.FC(F)(F)S(O[C:17]1[CH:22]=[CH:21][C:20]([C@H:23]2[C:28]3=[N:29][S:30](=[O:34])(=[O:33])[CH2:31][CH2:32][N:27]3[CH2:26][CH2:25][CH2:24]2)=[CH:19][CH:18]=1)(=O)=O.C(=O)([O-])[O-].[Na+].[Na+]. (3) Given the product [OH:11][CH2:10][C:8]1[O:9][C:5]2[CH:4]=[CH:3][C:2]([C:16]#[N:17])=[C:13]([O:14][CH3:15])[C:6]=2[C:7]=1[CH3:12], predict the reactants needed to synthesize it. The reactants are: Br[C:2]1[CH:3]=[CH:4][C:5]2[O:9][C:8]([CH2:10][OH:11])=[C:7]([CH3:12])[C:6]=2[C:13]=1[O:14][CH3:15].[C:16]([Cu])#[N:17]. (4) Given the product [C:27]([OH:26])(=[O:41])/[CH:30]=[CH:34]/[C:33]([OH:36])=[O:35].[CH3:25][NH:24][CH2:23][C:11]1[CH:10]=[C:9]([C:6]2[CH:7]=[CH:8][C:3]([C:1]#[N:2])=[CH:4][CH:5]=2)[N:13]([S:14]([C:17]2[CH:18]=[N:19][CH:20]=[CH:21][CH:22]=2)(=[O:16])=[O:15])[CH:12]=1, predict the reactants needed to synthesize it. The reactants are: [C:1]([C:3]1[CH:8]=[CH:7][C:6]([C:9]2[N:13]([S:14]([C:17]3[CH:18]=[N:19][CH:20]=[CH:21][CH:22]=3)(=[O:16])=[O:15])[CH:12]=[C:11]([CH2:23][N:24](C)[C:25](=O)[O:26][C:27]([CH3:30])(C)C)[CH:10]=2)=[CH:5][CH:4]=1)#[N:2].[C:33]([O:36]CC)(=[O:35])[CH3:34].Cl.C(=O)([O-])[OH:41].[Na+]. (5) Given the product [CH:1]1[C:10]2[C:5](=[CH:6][CH:7]=[CH:8][CH:9]=2)[CH:4]=[CH:3][C:2]=1[C:11]1[CH:16]=[CH:15][N:14]=[C:13]([N:17]2[CH2:22][CH2:21][CH:20]([CH:23]=[O:24])[CH2:19][CH2:18]2)[N:12]=1, predict the reactants needed to synthesize it. The reactants are: [CH:1]1[C:10]2[C:5](=[CH:6][CH:7]=[CH:8][CH:9]=2)[CH:4]=[CH:3][C:2]=1[C:11]1[CH:16]=[CH:15][N:14]=[C:13]([N:17]2[CH2:22][CH2:21][CH:20]([CH2:23][OH:24])[CH2:19][CH2:18]2)[N:12]=1. (6) Given the product [C:9]([O:8][C:4]1[CH:5]=[CH:6][CH:7]=[C:2]([Br:1])[CH:3]=1)(=[O:11])[CH3:10], predict the reactants needed to synthesize it. The reactants are: [Br:1][C:2]1[CH:3]=[C:4]([OH:8])[CH:5]=[CH:6][CH:7]=1.[C:9](OC(=O)C)(=[O:11])[CH3:10].S(=O)(=O)(O)O.